From a dataset of Forward reaction prediction with 1.9M reactions from USPTO patents (1976-2016). Predict the product of the given reaction. (1) Given the reactants [F:1][C:2]1[CH:7]=[CH:6][C:5]([NH:8][C:9]2[CH:14]=[CH:13][N:12]=[C:11]([NH:15][C:16]3[CH:21]=[CH:20][C:19]([S:22]([N:25]([CH3:32])[CH:26]4[CH2:31][CH2:30][NH:29][CH2:28][CH2:27]4)(=[O:24])=[O:23])=[CH:18][CH:17]=3)[N:10]=2)=[CH:4][C:3]=1[CH3:33].[S:34]1[C:38]([CH:39]=O)=[CH:37][N:36]=[CH:35]1, predict the reaction product. The product is: [F:1][C:2]1[CH:7]=[CH:6][C:5]([NH:8][C:9]2[CH:14]=[CH:13][N:12]=[C:11]([NH:15][C:16]3[CH:17]=[CH:18][C:19]([S:22]([N:25]([CH3:32])[CH:26]4[CH2:31][CH2:30][N:29]([CH2:39][C:38]5[S:34][CH:35]=[N:36][CH:37]=5)[CH2:28][CH2:27]4)(=[O:23])=[O:24])=[CH:20][CH:21]=3)[N:10]=2)=[CH:4][C:3]=1[CH3:33]. (2) Given the reactants [F:1][C:2]([F:14])([F:13])[O:3][C:4]1[CH:12]=[CH:11][C:7]([C:8]([NH2:10])=[S:9])=[CH:6][CH:5]=1.Br[CH2:16][C:17](=O)[C:18]([O:20][CH2:21][CH3:22])=[O:19].N1C(C)=CC=CC=1C.FC(F)(F)C(OC(=O)C(F)(F)F)=O, predict the reaction product. The product is: [CH2:21]([O:20][C:18]([C:17]1[N:10]=[C:8]([C:7]2[CH:11]=[CH:12][C:4]([O:3][C:2]([F:13])([F:1])[F:14])=[CH:5][CH:6]=2)[S:9][CH:16]=1)=[O:19])[CH3:22]. (3) Given the reactants Cl.[C:2](=[NH:10])([NH2:9])[C:3]1[CH:8]=[CH:7][CH:6]=[N:5][CH:4]=1.[Cl:11][C:12]1[CH:19]=[C:18]([F:20])[CH:17]=[CH:16][C:13]=1[CH:14]=O.O=[C:22]([CH3:29])[CH2:23][C:24]([O:26][CH2:27][CH3:28])=[O:25], predict the reaction product. The product is: [Cl:11][C:12]1[CH:19]=[C:18]([F:20])[CH:17]=[CH:16][C:13]=1[CH:14]1[C:23]([C:24]([O:26][CH2:27][CH3:28])=[O:25])=[C:22]([CH3:29])[NH:9][C:2]([C:3]2[CH:4]=[N:5][CH:6]=[CH:7][CH:8]=2)=[N:10]1. (4) Given the reactants [F:1][C:2]([F:28])([F:27])[O:3][C:4]1[CH:9]=[CH:8][C:7]([NH:10][C:11](=[O:26])[NH:12][CH:13]2[CH2:18][CH2:17][N:16](C(OC(C)(C)C)=O)[CH2:15][CH2:14]2)=[CH:6][CH:5]=1.Cl, predict the reaction product. The product is: [NH:16]1[CH2:17][CH2:18][CH:13]([NH:12][C:11]([NH:10][C:7]2[CH:8]=[CH:9][C:4]([O:3][C:2]([F:1])([F:27])[F:28])=[CH:5][CH:6]=2)=[O:26])[CH2:14][CH2:15]1.